This data is from TCR-epitope binding with 47,182 pairs between 192 epitopes and 23,139 TCRs. The task is: Binary Classification. Given a T-cell receptor sequence (or CDR3 region) and an epitope sequence, predict whether binding occurs between them. (1) The epitope is YLDAYNMMI. The TCR CDR3 sequence is CASSQDTGVAGELFF. Result: 1 (the TCR binds to the epitope). (2) The epitope is YLNTLTLAV. The TCR CDR3 sequence is CASSPGSLGYEQYF. Result: 1 (the TCR binds to the epitope). (3) The epitope is RLDKVEAEV. The TCR CDR3 sequence is CASSYVGGRTDTQYF. Result: 0 (the TCR does not bind to the epitope). (4) The epitope is FPRPWLHGL. The TCR CDR3 sequence is CASSSQGNQPQHF. Result: 0 (the TCR does not bind to the epitope). (5) The epitope is KPLEFGATSAAL. The TCR CDR3 sequence is CASSLGGEETQYF. Result: 1 (the TCR binds to the epitope). (6) The epitope is FIAGLIAIV. The TCR CDR3 sequence is CASSPGDTRTDTQYF. Result: 0 (the TCR does not bind to the epitope). (7) The epitope is SLVKPSFYV. The TCR CDR3 sequence is CATSSRYLSGRTNTGELFF. Result: 0 (the TCR does not bind to the epitope). (8) The epitope is IVTDFSVIK. Result: 0 (the TCR does not bind to the epitope). The TCR CDR3 sequence is CASSLVASGAISTDTQYF. (9) The epitope is FIAGLIAIV. The TCR CDR3 sequence is CSVEGLLLGGQETQYF. Result: 1 (the TCR binds to the epitope).